Dataset: Peptide-MHC class I binding affinity with 185,985 pairs from IEDB/IMGT. Task: Regression. Given a peptide amino acid sequence and an MHC pseudo amino acid sequence, predict their binding affinity value. This is MHC class I binding data. (1) The MHC is HLA-B07:02 with pseudo-sequence HLA-B07:02. The peptide sequence is RPDTRYVLM. The binding affinity (normalized) is 0.747. (2) The peptide sequence is RILQRALFM. The MHC is HLA-A02:02 with pseudo-sequence HLA-A02:02. The binding affinity (normalized) is 0.196. (3) The peptide sequence is QRNGRIDRY. The MHC is HLA-A02:03 with pseudo-sequence HLA-A02:03. The binding affinity (normalized) is 0.0847. (4) The peptide sequence is SEFSSLPSY. The MHC is HLA-B45:01 with pseudo-sequence HLA-B45:01. The binding affinity (normalized) is 0.361. (5) The peptide sequence is IIGFFLVTY. The MHC is HLA-A02:01 with pseudo-sequence HLA-A02:01. The binding affinity (normalized) is 0.0847. (6) The peptide sequence is LVESVAGSC. The MHC is HLA-A02:06 with pseudo-sequence HLA-A02:06. The binding affinity (normalized) is 0.0306. (7) The peptide sequence is YEFLQPILL. The MHC is HLA-B14:01 with pseudo-sequence HLA-B14:02. The binding affinity (normalized) is 0.0586. (8) The peptide sequence is YICFQIGGY. The MHC is HLA-B39:01 with pseudo-sequence HLA-B39:01. The binding affinity (normalized) is 0.0847.